Dataset: Reaction yield outcomes from USPTO patents with 853,638 reactions. Task: Predict the reaction yield, written as a fraction of the theoretical maximum amount of product (1.0 means a 100% yield; for example, 0.34 means a 34% yield). (1) The reactants are [Br:1][C:2]1[CH:3]=[CH:4][C:5]([CH3:10])=[C:6]([CH:9]=1)[C:7]#[N:8].[Br:11]N1C(=O)CCC1=O. The catalyst is C(Cl)(Cl)(Cl)Cl. The product is [Br:1][C:2]1[CH:3]=[CH:4][C:5]([CH2:10][Br:11])=[C:6]([CH:9]=1)[C:7]#[N:8]. The yield is 0.380. (2) The reactants are [C:1]([C:3]1[C:25](F)=[CH:24][CH:23]=[CH:22][C:4]=1[O:5][CH2:6][C:7]1([C:14]([NH:16][CH:17]2[CH2:21][CH2:20][CH2:19][CH2:18]2)=[O:15])[CH2:12][CH2:11][CH2:10][NH:9][C:8]1=[O:13])#[N:2].[OH-].[NH4+:28]. The catalyst is C(O)(C)C. The product is [NH2:28][C:25]1[C:3]([C:1]#[N:2])=[C:4]([CH:22]=[CH:23][CH:24]=1)[O:5][CH2:6][C:7]1([C:14]([NH:16][CH:17]2[CH2:21][CH2:20][CH2:19][CH2:18]2)=[O:15])[CH2:12][CH2:11][CH2:10][NH:9][C:8]1=[O:13]. The yield is 0.700. (3) The reactants are [F:1][C:2]1[CH:7]=[C:6]([F:8])[CH:5]=[CH:4][C:3]=1[CH:9]1[C:14]([C:15]([O:17][CH2:18][CH3:19])=[O:16])=[C:13]([CH3:20])[NH:12][C:11]([C:21]2[S:22][CH:23]=[N:24][N:25]=2)=[N:10]1.C1C(=O)N([Br:33])C(=O)C1. No catalyst specified. The product is [Br:33][CH2:20][C:13]1[NH:12][C:11]([C:21]2[S:22][CH:23]=[N:24][N:25]=2)=[N:10][CH:9]([C:3]2[CH:4]=[CH:5][C:6]([F:8])=[CH:7][C:2]=2[F:1])[C:14]=1[C:15]([O:17][CH2:18][CH3:19])=[O:16]. The yield is 0.600. (4) The reactants are Br[C:2]1[N:6]([CH3:7])[CH:5]=[C:4]([C:8]([O:10][CH2:11][CH3:12])=[O:9])[C:3]=1[CH3:13].[F:14][C:15]1[CH:20]=[CH:19][C:18](B(O)O)=[CH:17][CH:16]=1.C([O-])([O-])=O.[Na+].[Na+]. The catalyst is CN(C=O)C.O.C(Cl)Cl.C1C=CC([P]([Pd]([P](C2C=CC=CC=2)(C2C=CC=CC=2)C2C=CC=CC=2)([P](C2C=CC=CC=2)(C2C=CC=CC=2)C2C=CC=CC=2)[P](C2C=CC=CC=2)(C2C=CC=CC=2)C2C=CC=CC=2)(C2C=CC=CC=2)C2C=CC=CC=2)=CC=1. The product is [CH2:11]([O:10][C:8]([C:4]1[C:3]([CH3:13])=[C:2]([C:18]2[CH:19]=[CH:20][C:15]([F:14])=[CH:16][CH:17]=2)[N:6]([CH3:7])[CH:5]=1)=[O:9])[CH3:12]. The yield is 0.960.